Dataset: Reaction yield outcomes from USPTO patents with 853,638 reactions. Task: Predict the reaction yield, written as a fraction of the theoretical maximum amount of product (1.0 means a 100% yield; for example, 0.34 means a 34% yield). (1) The reactants are Cl[C:2]1[N:10]=[C:9]2[C:5]([N:6]=[C:7]([CH2:12][N:13]3[CH2:18][C@@H:17]4[CH2:19][C@H:14]3[CH2:15][N:16]4[C:20]([CH3:24])([CH3:23])[CH2:21][OH:22])[N:8]2[CH3:11])=[C:4]([N:25]2[CH2:30][CH2:29][O:28][CH2:27][CH2:26]2)[N:3]=1.[CH2:31]([C:33]1[NH:37][C:36]2[CH:38]=[CH:39][CH:40]=[CH:41][C:35]=2[N:34]=1)[CH3:32].CC(C1C=C(C(C)C)C(C2C=CC=CC=2P(C2CCCCC2)C2CCCCC2)=C(C(C)C)C=1)C.C(=O)([O-])[O-].[Cs+].[Cs+]. The catalyst is CN(C=O)C.C1C=CC(/C=C/C(/C=C/C2C=CC=CC=2)=O)=CC=1.C1C=CC(/C=C/C(/C=C/C2C=CC=CC=2)=O)=CC=1.C1C=CC(/C=C/C(/C=C/C2C=CC=CC=2)=O)=CC=1.[Pd].[Pd]. The product is [CH2:31]([C:33]1[N:34]([C:2]2[N:10]=[C:9]3[C:5]([N:6]=[C:7]([CH2:12][N:13]4[CH2:18][C@@H:17]5[CH2:19][C@H:14]4[CH2:15][N:16]5[C:20]([CH3:23])([CH3:24])[CH2:21][OH:22])[N:8]3[CH3:11])=[C:4]([N:25]3[CH2:30][CH2:29][O:28][CH2:27][CH2:26]3)[N:3]=2)[C:35]2[CH:41]=[CH:40][CH:39]=[CH:38][C:36]=2[N:37]=1)[CH3:32]. The yield is 0.440. (2) The reactants are [Cl:1][C:2]1[CH:10]=[C:9]([C:11](=O)[CH3:12])[C:5]2[O:6][CH2:7][O:8][C:4]=2[CH:3]=1.[NH3:14].C(O)C.[BH4-].[Na+]. The catalyst is CC(C)[O-].[Ti+4].CC(C)[O-].CC(C)[O-].CC(C)[O-]. The product is [Cl:1][C:2]1[CH:10]=[C:9]([CH:11]([NH2:14])[CH3:12])[C:5]2[O:6][CH2:7][O:8][C:4]=2[CH:3]=1. The yield is 0.560. (3) The reactants are Cl[C:2]1[C:12]2[CH2:11][CH2:10][N:9]([C:13]3[C:18]([C:19]([F:22])([F:21])[F:20])=[CH:17][CH:16]=[CH:15][N:14]=3)[CH2:8][CH2:7][C:6]=2[N:5]=[CH:4][N:3]=1.[C:23]([C:27]1[CH:33]=[CH:32][C:30]([NH2:31])=[CH:29][CH:28]=1)([CH3:26])([CH3:25])[CH3:24]. The catalyst is CCCCO. The product is [C:23]([C:27]1[CH:28]=[CH:29][C:30]([NH:31][C:2]2[C:12]3[CH2:11][CH2:10][N:9]([C:13]4[C:18]([C:19]([F:22])([F:21])[F:20])=[CH:17][CH:16]=[CH:15][N:14]=4)[CH2:8][CH2:7][C:6]=3[N:5]=[CH:4][N:3]=2)=[CH:32][CH:33]=1)([CH3:26])([CH3:24])[CH3:25]. The yield is 0.890. (4) The reactants are [CH3:1][C:2]1[CH:7]=[CH:6][C:5](S(Cl)(=O)=O)=[CH:4][CH:3]=1.N1C=C[CH:15]=[CH:14][CH:13]=1.[Cl-].[Na+].[OH2:20]. The catalyst is O. The product is [CH2:1]=[C:2]1[CH2:7][C@H:6]2[CH2:5][C@H:4]([CH2:13][C:14](=[O:20])[CH2:15]2)[CH2:3]1. The yield is 0.670. (5) The reactants are [C:1]([O:5][C:6]([N:8]1[C@@:12]([CH3:16])([C:13]([OH:15])=O)[CH2:11][O:10][C:9]1([CH3:18])[CH3:17])=[O:7])([CH3:4])([CH3:3])[CH3:2].CN(C(ON1N=NC2C=CC=NC1=2)=[N+](C)C)C.F[P-](F)(F)(F)(F)F.C(N(C(C)C)CC)(C)C.[CH2:52]([O:60][C:61]1[CH:70]=[CH:69][C:64]([C:65]([NH:67][NH2:68])=[O:66])=[CH:63][C:62]=1[C:71]([F:74])([F:73])[F:72])[CH2:53][CH2:54][CH2:55][CH2:56][CH2:57][CH2:58][CH3:59]. The catalyst is C(Cl)Cl.CN(C=O)C.C(Cl)Cl. The product is [CH3:17][C:9]1([CH3:18])[N:8]([C:6]([O:5][C:1]([CH3:2])([CH3:3])[CH3:4])=[O:7])[C@:12]([CH3:16])([C:13]([NH:68][NH:67][C:65](=[O:66])[C:64]2[CH:69]=[CH:70][C:61]([O:60][CH2:52][CH2:53][CH2:54][CH2:55][CH2:56][CH2:57][CH2:58][CH3:59])=[C:62]([C:71]([F:72])([F:74])[F:73])[CH:63]=2)=[O:15])[CH2:11][O:10]1. The yield is 0.820. (6) The reactants are [C:1]([C:5]1[CH:6]=[C:7]([CH:42]=[C:43]([C:45]([O:47][CH3:48])=[O:46])[CH:44]=1)[CH2:8][C:9]1([CH2:19][CH2:20][CH2:21][S:22][C:23]([C:36]2[CH:41]=[CH:40][CH:39]=[CH:38][CH:37]=2)([C:30]2[CH:35]=[CH:34][CH:33]=[CH:32][CH:31]=2)[C:24]2[CH:29]=[CH:28][CH:27]=[CH:26][CH:25]=2)[C:14](=[O:15])[O:13]C(C)(C)[O:11][C:10]1=[O:18])([CH3:4])([CH3:3])[CH3:2].[OH-].[Na+]. The catalyst is O1CCOCC1.O. The product is [C:1]([C:5]1[CH:6]=[C:7]([CH:42]=[C:43]([C:45]([O:47][CH3:48])=[O:46])[CH:44]=1)[CH2:8][C:9]([CH2:19][CH2:20][CH2:21][S:22][C:23]([C:36]1[CH:41]=[CH:40][CH:39]=[CH:38][CH:37]=1)([C:30]1[CH:31]=[CH:32][CH:33]=[CH:34][CH:35]=1)[C:24]1[CH:25]=[CH:26][CH:27]=[CH:28][CH:29]=1)([C:10]([OH:18])=[O:11])[C:14]([OH:15])=[O:13])([CH3:4])([CH3:2])[CH3:3]. The yield is 0.900.